This data is from Peptide-MHC class II binding affinity with 134,281 pairs from IEDB. The task is: Regression. Given a peptide amino acid sequence and an MHC pseudo amino acid sequence, predict their binding affinity value. This is MHC class II binding data. (1) The peptide sequence is ASRELERFAVNPGLL. The MHC is DRB1_1001 with pseudo-sequence DRB1_1001. The binding affinity (normalized) is 0.666. (2) The binding affinity (normalized) is 0. The peptide sequence is LLQEYNWELADQPQNLEEIL. The MHC is HLA-DQA10301-DQB10302 with pseudo-sequence HLA-DQA10301-DQB10302. (3) The peptide sequence is ISGDLKTQIDQVEST. The MHC is DRB5_0101 with pseudo-sequence DRB5_0101. The binding affinity (normalized) is 0.162. (4) The peptide sequence is AKDVIPEGWKADTAY. The MHC is HLA-DPA10201-DPB11401 with pseudo-sequence HLA-DPA10201-DPB11401. The binding affinity (normalized) is 0.0250. (5) The peptide sequence is KTFDTEYQKTKLNDW. The MHC is DRB1_0701 with pseudo-sequence DRB1_0701. The binding affinity (normalized) is 0.320. (6) The peptide sequence is LDIELQKTEATQLAT. The MHC is DRB1_0802 with pseudo-sequence DRB1_0802. The binding affinity (normalized) is 0.850. (7) The peptide sequence is NDKFTVFEGAFNKAI. The MHC is HLA-DQA10401-DQB10402 with pseudo-sequence HLA-DQA10401-DQB10402. The binding affinity (normalized) is 0.337. (8) The peptide sequence is EDLVRAYHSMSSTHE. The MHC is DRB3_0101 with pseudo-sequence DRB3_0101. The binding affinity (normalized) is 0.140. (9) The peptide sequence is IAKVPPGPNITATYG. The MHC is HLA-DPA10201-DPB11401 with pseudo-sequence HLA-DPA10201-DPB11401. The binding affinity (normalized) is 0.162. (10) The peptide sequence is ISDFRAAIANYHYDA. The binding affinity (normalized) is 0.760. The MHC is DRB1_0901 with pseudo-sequence DRB1_0901.